From a dataset of Full USPTO retrosynthesis dataset with 1.9M reactions from patents (1976-2016). Predict the reactants needed to synthesize the given product. (1) Given the product [F:1][C:2]1[CH:7]=[C:6]([F:8])[CH:5]=[CH:4][C:3]=1[N:9]1[C:13](=[O:14])[C:12]([C:15]([OH:17])=[O:16])=[CH:11][N:10]1[CH3:20], predict the reactants needed to synthesize it. The reactants are: [F:1][C:2]1[CH:7]=[C:6]([F:8])[CH:5]=[CH:4][C:3]=1[N:9]1[C:13](=[O:14])[C:12]([C:15]([O:17]CC)=[O:16])=[CH:11][N:10]1[CH3:20].O1CCCC1.[OH-].[Na+]. (2) Given the product [CH3:5][CH2:6][C@@H:7]1[NH:50][C:48](=[O:49])[C@H:47]([C@H:51]([OH:58])[C@@H:52]([CH2:54]/[CH:55]=[CH:56]/[CH3:57])[CH3:53])[N:46]([CH3:59])[C:44](=[O:45])[C@H:43]([CH:60]([CH3:61])[CH3:62])[N:42]([CH3:63])[C:40](=[O:41])[C@H:39]([CH2:64][CH:65]([CH3:66])[CH3:67])[N:38]([CH3:68])[C:36](=[O:37])[C@H:35]([CH2:69][CH:70]([CH3:72])[CH3:71])[N:34]([CH3:73])[C:32](=[O:33])[C@@H:31]([CH3:74])[NH:30][C:28](=[O:29])[C@H:27]([CH3:75])[NH:26][C:24](=[O:25])[C@H:23]([CH2:76][CH:77]([CH3:79])[CH3:78])[N:22]([CH3:80])[C:20](=[O:21])[C@H:19]([CH:81]([CH3:83])[CH3:82])[NH:18][C:16](=[O:17])[C@H:15]([CH2:84][CH:85]([CH3:87])[CH3:86])[N:14]([CH3:88])[C:12](=[O:13])[CH2:11][N:10]([CH3:89])[C:8]1=[O:9].[NH:90]1[CH2:95][CH2:94][S:93][CH2:92][CH2:91]1, predict the reactants needed to synthesize it. The reactants are: C([O-])(=O)C.[CH3:5][CH2:6][C@@H:7]1[NH:50][C:48](=[O:49])[C@H:47]([C@H:51]([OH:58])[C@@H:52]([CH2:54]/[CH:55]=[CH:56]/[CH3:57])[CH3:53])[N:46]([CH3:59])[C:44](=[O:45])[C@H:43]([CH:60]([CH3:62])[CH3:61])[N:42]([CH3:63])[C:40](=[O:41])[C@H:39]([CH2:64][CH:65]([CH3:67])[CH3:66])[N:38]([CH3:68])[C:36](=[O:37])[C@H:35]([CH2:69][CH:70]([CH3:72])[CH3:71])[N:34]([CH3:73])[C:32](=[O:33])[C@@H:31]([CH3:74])[NH:30][C:28](=[O:29])[C@H:27]([CH3:75])[NH:26][C:24](=[O:25])[C@H:23]([CH2:76][CH:77]([CH3:79])[CH3:78])[N:22]([CH3:80])[C:20](=[O:21])[C@H:19]([CH:81]([CH3:83])[CH3:82])[NH:18][C:16](=[O:17])[C@H:15]([CH2:84][CH:85]([CH3:87])[CH3:86])[N:14]([CH3:88])[C:12](=[O:13])[CH2:11][N:10]([CH3:89])[C:8]1=[O:9].[NH:90]1[CH2:95][CH2:94][S:93][CH2:92][CH2:91]1.C(=O)([O-])[O-].[K+].[K+]. (3) Given the product [CH3:3][O:4][C:5]1[CH:10]=[CH:9][C:8]([C:11]2[C:16]([C:17]3[CH:22]=[CH:21][C:20]([O:23][CH3:24])=[CH:19][CH:18]=3)=[N:15][N:14]([CH2:25][CH2:26][C:27]([OH:29])=[O:28])[C:13](=[O:32])[CH:12]=2)=[CH:7][CH:6]=1, predict the reactants needed to synthesize it. The reactants are: [OH-].[Na+].[CH3:3][O:4][C:5]1[CH:10]=[CH:9][C:8]([C:11]2[C:16]([C:17]3[CH:22]=[CH:21][C:20]([O:23][CH3:24])=[CH:19][CH:18]=3)=[N:15][N:14]([CH2:25][CH2:26][C:27]([O:29]CC)=[O:28])[C:13](=[O:32])[CH:12]=2)=[CH:7][CH:6]=1. (4) Given the product [C:33]([CH:22]1[CH2:21][O:20][CH:19]([N:10]2[C:11]3[C:16](=[CH:15][CH:14]=[CH:13][CH:12]=3)[C:8]([C:4]3[CH:3]=[C:2]([NH:1][C:30]([C:26]4[O:25][CH:29]=[CH:28][CH:27]=4)=[O:31])[CH:7]=[CH:6][CH:5]=3)=[N:9]2)[CH2:24][CH2:23]1)#[N:35], predict the reactants needed to synthesize it. The reactants are: [NH2:1][C:2]1[CH:3]=[C:4]([C:8]2[C:16]3[C:11](=[CH:12][CH:13]=[C:14](C#N)[CH:15]=3)[N:10]([CH:19]3[CH2:24][CH2:23][CH2:22][CH2:21][O:20]3)[N:9]=2)[CH:5]=[CH:6][CH:7]=1.[O:25]1[CH:29]=[CH:28][CH:27]=[C:26]1[C:30](Cl)=[O:31].[CH2:33]([N:35](CC)CC)C. (5) Given the product [Br:1][C:2]1[C:3]([N:23]2[CH2:26][CH:25]([C:27]([OH:30])([CH3:29])[CH3:28])[CH2:24]2)=[N:4][CH:5]=[C:6]([CH:21]=1)[C:7]([NH:9][C:10]1[CH:15]=[CH:14][C:13]([O:16][C:17]([F:20])([F:19])[F:18])=[CH:12][CH:11]=1)=[O:8], predict the reactants needed to synthesize it. The reactants are: [Br:1][C:2]1[C:3](Cl)=[N:4][CH:5]=[C:6]([CH:21]=1)[C:7]([NH:9][C:10]1[CH:15]=[CH:14][C:13]([O:16][C:17]([F:20])([F:19])[F:18])=[CH:12][CH:11]=1)=[O:8].[NH:23]1[CH2:26][CH:25]([C:27]([OH:30])([CH3:29])[CH3:28])[CH2:24]1. (6) Given the product [CH3:1][S:2]([C:5]1[CH:6]=[CH:7][C:8]([C@@H:11]([OH:21])[C@H:12]([NH:15][C:16]([CH:18]([Cl:20])[Cl:19])=[O:17])[CH2:13][F:14])=[CH:9][CH:10]=1)(=[O:4])=[O:3].[C:11]([O-:21])(=[O:23])[CH2:8][CH2:9][CH3:10], predict the reactants needed to synthesize it. The reactants are: [CH3:1][S:2]([C:5]1[CH:6]=[CH:7][C:8]([C@@H:11]([OH:21])[C@H:12]([NH:15][C:16]([CH:18]([Cl:20])[Cl:19])=[O:17])[CH2:13][F:14])=[CH:9][CH:10]=1)(=[O:4])=[O:3].Cl(O)(=O)(=O)=[O:23].